From a dataset of Forward reaction prediction with 1.9M reactions from USPTO patents (1976-2016). Predict the product of the given reaction. (1) Given the reactants [CH2:1]([NH:3][C:4]([C:6]1[CH:11]=[CH:10][C:9]([N:12]2[C:16]([OH:17])=[C:15]([C:18]([O:20][CH3:21])=[O:19])[N:14]=[N:13]2)=[CH:8][CH:7]=1)=[O:5])[CH3:2].S(OCC)(O[CH2:26][CH3:27])(=O)=O, predict the reaction product. The product is: [CH2:26]([O:17][C:16]1[N:12]([C:9]2[CH:8]=[CH:7][C:6]([C:4]([NH:3][CH2:1][CH3:2])=[O:5])=[CH:11][CH:10]=2)[N:13]=[N:14][C:15]=1[C:18]([O:20][CH3:21])=[O:19])[CH3:27]. (2) The product is: [C:1]([O:6][CH2:7][CH2:8][OH:9])(=[O:5])[CH:2]([CH3:4])[CH3:3]. Given the reactants [C:1]([OH:6])(=[O:5])[CH:2]([CH3:4])[CH3:3].[CH2:7](O)[CH2:8][OH:9].S(=O)(=O)(O)O, predict the reaction product.